Dataset: Forward reaction prediction with 1.9M reactions from USPTO patents (1976-2016). Task: Predict the product of the given reaction. (1) Given the reactants C[O:2][C:3](=[O:31])[CH2:4][C:5]1[C:13]2[C:8](=[N:9][CH:10]=[CH:11][CH:12]=2)[N:7]([CH2:14][C:15]2[CH:20]=[CH:19][C:18]([S:21]([CH2:24][CH3:25])(=[O:23])=[O:22])=[CH:17][C:16]=2[C:26]([F:29])([F:28])[F:27])[C:6]=1[CH3:30].COC(=O)CC1C2C(=NC=CC=2)NC=1C.CCN(P1(N(C)CCCN1C)=NC(C)(C)C)CC.BrCC1C=CC(S(CC)(=O)=O)=CC=1C(F)(F)F, predict the reaction product. The product is: [CH2:24]([S:21]([C:18]1[CH:19]=[CH:20][C:15]([CH2:14][N:7]2[C:8]3=[N:9][CH:10]=[CH:11][CH:12]=[C:13]3[C:5]([CH2:4][C:3]([OH:31])=[O:2])=[C:6]2[CH3:30])=[C:16]([C:26]([F:28])([F:29])[F:27])[CH:17]=1)(=[O:23])=[O:22])[CH3:25]. (2) Given the reactants [F:1][C:2]1[CH:3]=[CH:4][CH:5]=[C:6]2[C:11]=1[O:10][CH2:9][CH2:8][CH:7]2[NH2:12].[CH3:13][O:14][CH2:15][C:16](OC)=[O:17], predict the reaction product. The product is: [F:1][C:2]1[CH:3]=[CH:4][CH:5]=[C:6]2[C:11]=1[O:10][CH2:9][CH2:8][C@H:7]2[NH:12][C:16](=[O:17])[CH2:15][O:14][CH3:13].